From a dataset of Full USPTO retrosynthesis dataset with 1.9M reactions from patents (1976-2016). Predict the reactants needed to synthesize the given product. (1) Given the product [F:12][C:7]1[C:8]([F:11])=[CH:9][CH:10]=[C:5]2[C:6]=1[CH:13]([N:14]1[CH:18]=[CH:17][N:16]=[CH:15]1)[C:33]([CH3:35])([CH3:32])[O:34][C:4]2=[O:19], predict the reactants needed to synthesize it. The reactants are: C(N(CC)[C:4](=[O:19])[C:5]1[CH:10]=[CH:9][C:8]([F:11])=[C:7]([F:12])[C:6]=1[CH2:13][N:14]1[CH:18]=[CH:17][N:16]=[CH:15]1)C.[Li+].C[Si]([N-][Si](C)(C)C)(C)C.[CH3:32][C:33]([CH3:35])=[O:34].[OH-].[K+].Cl. (2) Given the product [I:11][C:12]1[CH:17]=[CH:16][CH:15]=[CH:14][C:13]=1[CH:18]([CH2:22][CH2:23][CH2:24][O:25][CH3:26])[C:19]#[N:20], predict the reactants needed to synthesize it. The reactants are: C[Si]([N-][Si](C)(C)C)(C)C.[Na+].[I:11][C:12]1[CH:17]=[CH:16][CH:15]=[CH:14][C:13]=1[CH2:18][C:19]#[N:20].Br[CH2:22][CH2:23][CH2:24][O:25][CH3:26].